This data is from Full USPTO retrosynthesis dataset with 1.9M reactions from patents (1976-2016). The task is: Predict the reactants needed to synthesize the given product. (1) Given the product [F:18][C:19]1[CH:27]=[CH:26][C:22]([C:23]([NH:12][C:10]2[S:11][C:7]3[C:6]([C:13]4[NH:14][N:15]=[N:16][N:17]=4)=[CH:5][CH:4]=[C:3]([O:2][CH3:1])[C:8]=3[N:9]=2)=[O:24])=[CH:21][CH:20]=1, predict the reactants needed to synthesize it. The reactants are: [CH3:1][O:2][C:3]1[C:8]2[N:9]=[C:10]([NH2:12])[S:11][C:7]=2[C:6]([C:13]2[NH:17][N:16]=[N:15][N:14]=2)=[CH:5][CH:4]=1.[F:18][C:19]1[CH:27]=[CH:26][C:22]([C:23](Cl)=[O:24])=[CH:21][CH:20]=1. (2) Given the product [CH2:23]([N:22]1[C:21]2[CH:20]=[CH:19][C:16]([C:17]#[N:18])=[CH:15][C:14]=2[N:13]=[C:3]1[CH2:2][Cl:1])[CH2:24][CH3:25], predict the reactants needed to synthesize it. The reactants are: [Cl:1][CH2:2][C:3](Cl)=O.ClCC(=N)OCC.[NH2:13][C:14]1[CH:15]=[C:16]([CH:19]=[CH:20][C:21]=1[NH:22][CH2:23][CH2:24][CH3:25])[C:17]#[N:18].C(N(CC)CC)C. (3) Given the product [Br:10][C:3]1[C:2]([Br:1])=[CH:7][CH:6]=[C:5]([F:8])[C:4]=1[C:17]#[C:16][Si:18]([CH3:21])([CH3:20])[CH3:19], predict the reactants needed to synthesize it. The reactants are: [Br:1][C:2]1[CH:7]=[CH:6][C:5]([F:8])=[C:4](I)[C:3]=1[Br:10].C1COCC1.[C:16]([Si:18]([CH3:21])([CH3:20])[CH3:19])#[CH:17]. (4) Given the product [F:45][C:38]1[CH:37]=[CH:36][C:35]([C:16]2[CH:17]=[CH:18][C:19]([C:21]([F:23])([F:22])[F:24])=[CH:20][C:15]=2[CH2:14][N:3]2[C@@H:2]([CH3:1])[C@@H:6]([C:7]3[CH:12]=[CH:11][CH:10]=[CH:9][CH:8]=3)[O:5][C:4]2=[O:13])=[CH:40][C:39]=1[CH2:41][C:42]([OH:44])=[O:43], predict the reactants needed to synthesize it. The reactants are: [CH3:1][C@H:2]1[C@@H:6]([C:7]2[CH:12]=[CH:11][CH:10]=[CH:9][CH:8]=2)[O:5][C:4](=[O:13])[N:3]1[CH2:14][C:15]1[CH:20]=[C:19]([C:21]([F:24])([F:23])[F:22])[CH:18]=[CH:17][C:16]=1B1OC(C)(C)C(C)(C)O1.Br[C:35]1[CH:36]=[CH:37][C:38]([F:45])=[C:39]([CH2:41][C:42]([OH:44])=[O:43])[CH:40]=1.C(=O)([O-])[O-].[K+].[K+]. (5) Given the product [F:4][C:3]([F:6])([F:5])[C:1]([OH:7])=[O:2].[CH3:8][O:9][C:10]([C:12]1[N:13]([C:47]2[CH:52]=[CH:51][CH:50]=[CH:49][CH:48]=2)[C:14]2[C:19]([C:20](=[O:45])[C:21]=1[CH2:22][C:23]1[CH:24]=[CH:25][C:26]([S:29]([N:32]3[CH2:37][CH2:36][NH:35][CH2:34][CH2:33]3)(=[O:31])=[O:30])=[CH:27][CH:28]=1)=[CH:18][CH:17]=[C:16]([Cl:46])[CH:15]=2)=[O:11], predict the reactants needed to synthesize it. The reactants are: [C:1]([OH:7])([C:3]([F:6])([F:5])[F:4])=[O:2].[CH3:8][O:9][C:10]([C:12]1[N:13]([C:47]2[CH:52]=[CH:51][CH:50]=[CH:49][CH:48]=2)[C:14]2[C:19]([C:20](=[O:45])[C:21]=1[CH2:22][C:23]1[CH:28]=[CH:27][C:26]([S:29]([N:32]3[CH2:37][CH2:36][N:35](C(OC(C)(C)C)=O)[CH2:34][CH2:33]3)(=[O:31])=[O:30])=[CH:25][CH:24]=1)=[CH:18][CH:17]=[C:16]([Cl:46])[CH:15]=2)=[O:11]. (6) Given the product [C:35]([O:38][C:39](=[O:40])[N:22]([CH2:11][C:10]1[CH:13]=[CH:14][C:15]([Cl:16])=[C:8]([C:7]([CH3:18])([CH3:17])[O:6][SiH2:5][C:1]([CH3:4])([CH3:3])[CH3:2])[CH:9]=1)[CH:19]1[CH2:21][CH2:20]1)([CH3:37])([CH3:36])[CH3:34], predict the reactants needed to synthesize it. The reactants are: [C:1]([SiH2:5][O:6][C:7]([CH3:18])([CH3:17])[C:8]1[CH:9]=[C:10]([CH:13]=[CH:14][C:15]=1[Cl:16])[CH:11]=O)([CH3:4])([CH3:3])[CH3:2].[CH:19]1([NH2:22])[CH2:21][CH2:20]1.[BH4-].[Na+].CCN(C(C)C)C(C)C.[CH3:34][C:35]([O:38][C:39](O[C:39]([O:38][C:35]([CH3:37])([CH3:36])[CH3:34])=[O:40])=[O:40])([CH3:37])[CH3:36]. (7) The reactants are: C([CH:3]([C:14]1[C:19]([CH:20]([CH3:22])[CH3:21])=[C:18]([O:23][CH3:24])[N:17]=[C:16]([O:25][CH3:26])[N:15]=1)[C:4]1[CH:5]=[C:6]([C:12]#[N:13])[CH:7]=[C:8]([CH:11]=1)[C:9]#[N:10])#N.[H-].[Na+].CN(C=[O:33])C. Given the product [CH:20]([C:19]1[C:14]([C:3]([C:4]2[CH:5]=[C:6]([C:12]#[N:13])[CH:7]=[C:8]([CH:11]=2)[C:9]#[N:10])=[O:33])=[N:15][C:16]([O:25][CH3:26])=[N:17][C:18]=1[O:23][CH3:24])([CH3:22])[CH3:21], predict the reactants needed to synthesize it. (8) Given the product [NH2:24][C@@H:21]1[CH2:22][CH2:23][C@H:18]([N:15]2[C:16](=[O:17])[C:11]3[CH:10]=[C:9]([F:8])[CH:56]=[N:55][C:12]=3[N:13]([C:33]3[CH:34]=[C:35]([C:39]4[CH:44]=[CH:43][C:42]([OH:45])=[CH:41][C:40]=4[CH2:46][N:47]4[CH2:53][CH2:52][C:51](=[O:54])[NH:50][CH2:49][CH2:48]4)[CH:36]=[CH:37][CH:38]=3)[C:14]2=[O:32])[CH2:19][CH2:20]1, predict the reactants needed to synthesize it. The reactants are: FC(F)(F)C(O)=O.[F:8][C:9]1[CH:56]=[N:55][C:12]2[N:13]([C:33]3[CH:34]=[C:35]([C:39]4[CH:44]=[CH:43][C:42]([OH:45])=[CH:41][C:40]=4[CH2:46][N:47]4[CH2:53][CH2:52][C:51](=[O:54])[NH:50][CH2:49][CH2:48]4)[CH:36]=[CH:37][CH:38]=3)[C:14](=[O:32])[N:15]([C@@H:18]3[CH2:23][CH2:22][C@H:21]([NH:24]C(=O)OC(C)(C)C)[CH2:20][CH2:19]3)[C:16](=[O:17])[C:11]=2[CH:10]=1.